The task is: Predict the reaction yield, written as a fraction of the theoretical maximum amount of product (1.0 means a 100% yield; for example, 0.34 means a 34% yield).. This data is from Reaction yield outcomes from USPTO patents with 853,638 reactions. (1) The reactants are [Cl:1][C:2]1[N:7]=[C:6]([Cl:8])[C:5]([OH:9])=[C:4]([Cl:10])[N:3]=1.[C:11]([Si:15]([CH3:24])([CH3:23])[O:16][CH:17]([CH:20]1[CH2:22][CH2:21]1)[CH2:18]O)([CH3:14])([CH3:13])[CH3:12].C1(P(C2C=CC=CC=2)C2C=CC=CC=2)C=CC=CC=1.CC(OC(/N=N/C(OC(C)C)=O)=O)C. The catalyst is C1COCC1. The product is [C:11]([Si:15]([CH3:24])([CH3:23])[O:16][CH:17]([CH:20]1[CH2:22][CH2:21]1)[CH2:18][O:9][C:5]1[C:4]([Cl:10])=[N:3][C:2]([Cl:1])=[N:7][C:6]=1[Cl:8])([CH3:14])([CH3:13])[CH3:12]. The yield is 0.830. (2) The reactants are [F:1][C:2]1[C:3]([CH3:19])=[C:4]([NH:8][C:9](=[O:18])/[CH:10]=[CH:11]/C2C=CC=CC=2)[CH:5]=[CH:6][CH:7]=1.[Cl-].[Cl-].[Cl-].[Al+3]. The catalyst is ClC1C=CC=CC=1. The product is [F:1][C:2]1[C:3]([CH3:19])=[C:4]2[C:5]([CH:11]=[CH:10][C:9](=[O:18])[NH:8]2)=[CH:6][CH:7]=1. The yield is 0.790. (3) The reactants are [NH2:1][C:2]1[N:3]=[CH:4][C:5](B2OC(C)(C)C(C)(C)O2)=[N:6][CH:7]=1.Br[C:18]1[C:29]([Cl:30])=[CH:28][C:21]2[O:22][C:23]([F:27])([F:26])[CH2:24][O:25][C:20]=2[CH:19]=1. The catalyst is O1CCOCC1.CC#N.CC(P(C(C)(C)C)C1C=CC(N(C)C)=CC=1)(C)C.CC(P(C(C)(C)C)C1C=CC(N(C)C)=CC=1)(C)C.Cl[Pd]Cl. The product is [Cl:30][C:29]1[C:18]([C:5]2[N:6]=[CH:7][C:2]([NH2:1])=[N:3][CH:4]=2)=[CH:19][C:20]2[O:25][CH2:24][C:23]([F:27])([F:26])[O:22][C:21]=2[CH:28]=1. The yield is 0.0900. (4) The reactants are Br[C:2]1[C:7]2[S:8][C:9]([C:11]3[C:18]([Cl:19])=[CH:17][C:14]([C:15]#[N:16])=[CH:13][C:12]=3[Cl:20])=[N:10][C:6]=2[CH:5]=[CH:4][N:3]=1.[C:21](=[O:28])([O:23][C:24]([CH3:27])([CH3:26])[CH3:25])[NH2:22].CC1(C)C2C(=C(P(C3C=CC=CC=3)C3C=CC=CC=3)C=CC=2)OC2C(P(C3C=CC=CC=3)C3C=CC=CC=3)=CC=CC1=2.P([O-])([O-])([O-])=O.[K+].[K+].[K+]. The catalyst is C1(C)C=CC=CC=1.O.C1C=CC(/C=C/C(/C=C/C2C=CC=CC=2)=O)=CC=1.C1C=CC(/C=C/C(/C=C/C2C=CC=CC=2)=O)=CC=1.C1C=CC(/C=C/C(/C=C/C2C=CC=CC=2)=O)=CC=1.[Pd].[Pd]. The product is [C:24]([O:23][C:21](=[O:28])[NH:22][C:2]1[C:7]2[S:8][C:9]([C:11]3[C:18]([Cl:19])=[CH:17][C:14]([C:15]#[N:16])=[CH:13][C:12]=3[Cl:20])=[N:10][C:6]=2[CH:5]=[CH:4][N:3]=1)([CH3:27])([CH3:26])[CH3:25]. The yield is 0.760. (5) The reactants are [Cl-].O[NH3+:3].[C:4](=[O:7])([O-])[OH:5].[Na+].CS(C)=O.[F:13][C:14]1[CH:15]=[C:16]([C:42]2[C:43]([C:48]#[N:49])=[CH:44][CH:45]=[CH:46][CH:47]=2)[CH:17]=[CH:18][C:19]=1[CH2:20][N:21]1[C:26](=[O:27])[C:25]([C:28]2[CH:29]=[N:30][C:31]([O:34][CH:35]([CH3:37])[CH3:36])=[CH:32][CH:33]=2)=[C:24]([CH3:38])[N:23]=[C:22]1[CH2:39][CH2:40][CH3:41]. The catalyst is C(OCC)(=O)C. The product is [F:13][C:14]1[CH:15]=[C:16]([C:42]2[CH:47]=[CH:46][CH:45]=[CH:44][C:43]=2[C:48]2[NH:3][C:4](=[O:7])[O:5][N:49]=2)[CH:17]=[CH:18][C:19]=1[CH2:20][N:21]1[C:26](=[O:27])[C:25]([C:28]2[CH:29]=[N:30][C:31]([O:34][CH:35]([CH3:36])[CH3:37])=[CH:32][CH:33]=2)=[C:24]([CH3:38])[N:23]=[C:22]1[CH2:39][CH2:40][CH3:41]. The yield is 0.740. (6) The reactants are [CH3:1][N:2]1[CH2:7][CH2:6]N[CH2:4][CH2:3]1.[CH3:8][O:9][C:10]1[CH:18]=[C:17]([N+:19]([O-])=O)[C:16]([N+:22]([O-:24])=[O:23])=[CH:15][C:11]=1[C:12]([OH:14])=[O:13]. The catalyst is O. The product is [CH3:8][O:9][C:10]1[CH:18]=[C:17]([N:19]2[CH2:6][CH2:7][N:2]([CH3:1])[CH2:3][CH2:4]2)[C:16]([N+:22]([O-:24])=[O:23])=[CH:15][C:11]=1[C:12]([OH:14])=[O:13]. The yield is 0.770. (7) The catalyst is CN(C)C1C=CN=CC=1.CN(C)C=O.C(Cl)Cl.CO. The product is [O:44]=[C:43]1[O:10][CH2:11][CH2:13][N:41]([CH2:40][C:37]2[C:38]([F:39])=[C:26]([F:25])[C:27]([NH:45][C:46]3[CH:51]=[CH:50][C:49]([I:52])=[CH:48][C:47]=3[F:53])=[C:28]([CH:36]=2)[C:29]([NH:31][O:32][CH2:33][CH2:34][OH:35])=[O:30])[C:42]1=[O:54]. The yield is 0.0600. The reactants are C1C=C2N=NN([O:10][C:11]([C:13](ON3N=NC4C3=CC=CC=4)=O)=O)C2=CC=1.[F:25][C:26]1[C:27]([NH:45][C:46]2[CH:51]=[CH:50][C:49]([I:52])=[CH:48][C:47]=2[F:53])=[C:28]([CH:36]=[C:37]([CH2:40][NH:41][CH2:42][CH2:43][OH:44])[C:38]=1[F:39])[C:29]([NH:31][O:32][CH2:33][CH2:34][OH:35])=[O:30].[OH2:54].Cl.